From a dataset of Peptide-MHC class II binding affinity with 134,281 pairs from IEDB. Regression. Given a peptide amino acid sequence and an MHC pseudo amino acid sequence, predict their binding affinity value. This is MHC class II binding data. (1) The peptide sequence is GLRTLWSPRERLVLT. The MHC is DRB1_0701 with pseudo-sequence DRB1_0701. The binding affinity (normalized) is 0.545. (2) The peptide sequence is TKKFDEVVKANGGYL. The MHC is HLA-DPA10301-DPB10402 with pseudo-sequence HLA-DPA10301-DPB10402. The binding affinity (normalized) is 0.184. (3) The peptide sequence is EFIPMKSSWGAIWRI. The binding affinity (normalized) is 0.123. The MHC is DRB4_0101 with pseudo-sequence DRB4_0103. (4) The peptide sequence is EPRAPWIEQEGPEYW. The MHC is DRB1_0301 with pseudo-sequence DRB1_0301. The binding affinity (normalized) is 0. (5) The peptide sequence is CDGERPTLAFLQDVM. The MHC is HLA-DQA10102-DQB10602 with pseudo-sequence HLA-DQA10102-DQB10602. The binding affinity (normalized) is 0.421.